This data is from NCI-60 drug combinations with 297,098 pairs across 59 cell lines. The task is: Regression. Given two drug SMILES strings and cell line genomic features, predict the synergy score measuring deviation from expected non-interaction effect. (1) Drug 1: C1CN1P(=S)(N2CC2)N3CC3. Drug 2: CC1=C(C=C(C=C1)NC(=O)C2=CC=C(C=C2)CN3CCN(CC3)C)NC4=NC=CC(=N4)C5=CN=CC=C5. Cell line: CCRF-CEM. Synergy scores: CSS=66.0, Synergy_ZIP=3.65, Synergy_Bliss=0.0210, Synergy_Loewe=-3.82, Synergy_HSA=1.58. (2) Drug 1: C1CC(=O)NC(=O)C1N2CC3=C(C2=O)C=CC=C3N. Drug 2: C(CC(=O)O)C(=O)CN.Cl. Cell line: SF-268. Synergy scores: CSS=13.6, Synergy_ZIP=-5.42, Synergy_Bliss=-4.96, Synergy_Loewe=-1.25, Synergy_HSA=-2.44. (3) Drug 1: CC(C1=C(C=CC(=C1Cl)F)Cl)OC2=C(N=CC(=C2)C3=CN(N=C3)C4CCNCC4)N. Drug 2: C1=NC(=NC(=O)N1C2C(C(C(O2)CO)O)O)N. Cell line: PC-3. Synergy scores: CSS=17.3, Synergy_ZIP=-3.23, Synergy_Bliss=2.02, Synergy_Loewe=-6.96, Synergy_HSA=2.64. (4) Drug 1: C1CCC(C1)C(CC#N)N2C=C(C=N2)C3=C4C=CNC4=NC=N3. Drug 2: C1=C(C(=O)NC(=O)N1)F. Cell line: A549. Synergy scores: CSS=56.7, Synergy_ZIP=3.32, Synergy_Bliss=0.946, Synergy_Loewe=-1.77, Synergy_HSA=3.87. (5) Drug 1: C1=C(C(=O)NC(=O)N1)F. Drug 2: B(C(CC(C)C)NC(=O)C(CC1=CC=CC=C1)NC(=O)C2=NC=CN=C2)(O)O. Cell line: MOLT-4. Synergy scores: CSS=18.3, Synergy_ZIP=1.23, Synergy_Bliss=-12.0, Synergy_Loewe=-5.51, Synergy_HSA=-4.73. (6) Drug 1: C1=CN(C=N1)CC(O)(P(=O)(O)O)P(=O)(O)O. Drug 2: C1=NNC2=C1C(=O)NC=N2. Cell line: DU-145. Synergy scores: CSS=2.15, Synergy_ZIP=-1.66, Synergy_Bliss=-3.10, Synergy_Loewe=-2.55, Synergy_HSA=-2.52.